Task: Regression. Given two drug SMILES strings and cell line genomic features, predict the synergy score measuring deviation from expected non-interaction effect.. Dataset: NCI-60 drug combinations with 297,098 pairs across 59 cell lines (1) Drug 1: CCCCC(=O)OCC(=O)C1(CC(C2=C(C1)C(=C3C(=C2O)C(=O)C4=C(C3=O)C=CC=C4OC)O)OC5CC(C(C(O5)C)O)NC(=O)C(F)(F)F)O. Cell line: HS 578T. Synergy scores: CSS=59.0, Synergy_ZIP=-1.08, Synergy_Bliss=0.377, Synergy_Loewe=3.20, Synergy_HSA=4.15. Drug 2: CC1=C(C(=O)C2=C(C1=O)N3CC4C(C3(C2COC(=O)N)OC)N4)N. (2) Drug 1: CC1C(C(CC(O1)OC2CC(CC3=C2C(=C4C(=C3O)C(=O)C5=C(C4=O)C(=CC=C5)OC)O)(C(=O)C)O)N)O.Cl. Drug 2: CC12CCC3C(C1CCC2O)C(CC4=C3C=CC(=C4)O)CCCCCCCCCS(=O)CCCC(C(F)(F)F)(F)F. Cell line: HL-60(TB). Synergy scores: CSS=47.0, Synergy_ZIP=3.98, Synergy_Bliss=5.92, Synergy_Loewe=-37.9, Synergy_HSA=5.00. (3) Drug 1: CS(=O)(=O)CCNCC1=CC=C(O1)C2=CC3=C(C=C2)N=CN=C3NC4=CC(=C(C=C4)OCC5=CC(=CC=C5)F)Cl. Drug 2: CN1C2=C(C=C(C=C2)N(CCCl)CCCl)N=C1CCCC(=O)O.Cl. Cell line: HT29. Synergy scores: CSS=-0.989, Synergy_ZIP=0.521, Synergy_Bliss=1.01, Synergy_Loewe=-3.90, Synergy_HSA=-2.96.